This data is from Catalyst prediction with 721,799 reactions and 888 catalyst types from USPTO. The task is: Predict which catalyst facilitates the given reaction. (1) Reactant: [CH3:1][O:2][C:3]1[CH:8]=[CH:7][C:6]([OH:9])=[CH:5][CH:4]=1.Br[C:11](C)(C)[C:12]([O:14][CH2:15][CH3:16])=[O:13].C([O-])([O-])=O.[K+].[K+]. Product: [CH3:1][O:2][C:3]1[CH:8]=[CH:7][C:6]([O:9][CH2:11][C:12]([O:14][CH2:15][CH3:16])=[O:13])=[CH:5][CH:4]=1. The catalyst class is: 144. (2) Reactant: [OH-].[Na+].[F:3][C:4]1[CH:13]=[C:12]2[C:7]([CH:8]=[C:9]([N:20]3[CH2:25][CH2:24][N:23]([CH3:26])[CH2:22][CH2:21]3)[N:10]=[C:11]2[CH2:14][C:15]([O:17]CC)=O)=[CH:6][CH:5]=1.Cl.F[P-](F)(F)(F)(F)F.C[N:36](C(=[N+](C)C)ON1C2=NC=CC=C2N=N1)C.N. Product: [F:3][C:4]1[CH:13]=[C:12]2[C:7]([CH:8]=[C:9]([N:20]3[CH2:25][CH2:24][N:23]([CH3:26])[CH2:22][CH2:21]3)[N:10]=[C:11]2[CH2:14][C:15]([NH2:36])=[O:17])=[CH:6][CH:5]=1. The catalyst class is: 14. (3) Product: [CH3:45][N:43]([CH3:44])[S:40]([NH:39][CH2:38][CH2:37][CH2:36][CH2:35][C@H:22]([NH:21][C:15](=[O:16])[O:12][CH2:11][C:7]1([CH2:6][C:5]2[CH:4]=[CH:3][C:2]([F:1])=[CH:14][CH:13]=2)[CH2:8][CH2:9][CH2:10]1)[CH:23]([OH:34])[C:24](=[O:25])[NH:26][CH2:27][C:28]1[CH:29]=[N:30][CH:31]=[CH:32][CH:33]=1)(=[O:41])=[O:42]. Reactant: [F:1][C:2]1[CH:14]=[CH:13][C:5]([CH2:6][C:7]2([CH2:11][OH:12])[CH2:10][CH2:9][CH2:8]2)=[CH:4][CH:3]=1.[C:15](Cl)(Cl)=[O:16].Cl.Cl.[NH2:21][C@@H:22]([CH2:35][CH2:36][CH2:37][CH2:38][NH:39][S:40]([N:43]([CH3:45])[CH3:44])(=[O:42])=[O:41])[CH:23]([OH:34])[C:24]([NH:26][CH2:27][C:28]1[CH:29]=[N:30][CH:31]=[CH:32][CH:33]=1)=[O:25].C(N(CC)CC)C. The catalyst class is: 207. (4) Reactant: [CH3:1][O:2][C:3]1[CH:4]=[C:5]([CH:11]=[CH:12][C:13]([OH:15])=O)[CH:6]=[CH:7][C:8]=1[O:9][CH3:10].O[NH:17][C:18](=[NH:27])[CH2:19][CH2:20][CH2:21][CH2:22][CH2:23][CH2:24][CH2:25][CH3:26]. Product: [CH3:1][O:2][C:3]1[CH:4]=[C:5]([CH:11]=[CH:12][C:13]2[O:15][N:27]=[C:18]([CH2:19][CH2:20][CH2:21][CH2:22][CH2:23][CH2:24][CH2:25][CH3:26])[N:17]=2)[CH:6]=[CH:7][C:8]=1[O:9][CH3:10]. The catalyst class is: 11. (5) Reactant: C([NH:8][C@H:9]1[CH2:14][CH2:13][C@H:12]([C:15]2[CH:20]=[CH:19][C:18]([O:21][Si:22]([C:25]([CH3:28])([CH3:27])[CH3:26])([CH3:24])[CH3:23])=[CH:17][C:16]=2[O:29][Si:30]([C:33]([CH3:36])([CH3:35])[CH3:34])([CH3:32])[CH3:31])[CH2:11][CH2:10]1)C1C=CC=CC=1. Product: [Si:30]([O:29][C:16]1[CH:17]=[C:18]([O:21][Si:22]([C:25]([CH3:26])([CH3:27])[CH3:28])([CH3:24])[CH3:23])[CH:19]=[CH:20][C:15]=1[C@H:12]1[CH2:11][CH2:10][C@H:9]([NH2:8])[CH2:14][CH2:13]1)([C:33]([CH3:34])([CH3:35])[CH3:36])([CH3:32])[CH3:31]. The catalyst class is: 29. (6) Reactant: [CH2:1]([N:8]1[C:13](=[O:14])[C:12](Cl)=[C:11](Cl)[C:10]([O:17][CH2:18][C:19]2[CH:24]=[CH:23][CH:22]=[CH:21][CH:20]=2)=[N:9]1)[C:2]1[CH:7]=[CH:6][CH:5]=[CH:4][CH:3]=1.[Cl:25][C:26]1[CH:31]=[CH:30][C:29](B(O)O)=[CH:28][CH:27]=1.C(=O)([O-])[O-].[Na+].[Na+]. Product: [CH2:1]([N:8]1[C:13](=[O:14])[C:12]([C:29]2[CH:30]=[CH:31][C:26]([Cl:25])=[CH:27][CH:28]=2)=[C:11]([C:29]2[CH:30]=[CH:31][C:26]([Cl:25])=[CH:27][CH:28]=2)[C:10]([O:17][CH2:18][C:19]2[CH:24]=[CH:23][CH:22]=[CH:21][CH:20]=2)=[N:9]1)[C:2]1[CH:7]=[CH:6][CH:5]=[CH:4][CH:3]=1. The catalyst class is: 206. (7) Reactant: [CH3:1][O:2][C:3]([C:5]1[CH:6]=[C:7]([CH:11]=[C:12]([N+:14]([O-:16])=[O:15])[CH:13]=1)[C:8](O)=[O:9])=[O:4].S(C)C. Product: [OH:9][CH2:8][C:7]1[CH:6]=[C:5]([CH:13]=[C:12]([N+:14]([O-:16])=[O:15])[CH:11]=1)[C:3]([O:2][CH3:1])=[O:4]. The catalyst class is: 1. (8) Reactant: [C:1]([N:8]1[CH2:13][CH2:12][NH:11][CH2:10][CH2:9]1)([O:3][C:4]([CH3:7])([CH3:6])[CH3:5])=[O:2].Cl[CH:15]([C:17]1[CH:25]=[CH:24][C:20]2[O:21][CH2:22][O:23][C:19]=2[CH:18]=1)[CH3:16].CCN(C(C)C)C(C)C. Product: [O:21]1[C:20]2[CH:24]=[CH:25][C:17]([CH:15]([N:11]3[CH2:10][CH2:9][N:8]([C:1]([O:3][C:4]([CH3:7])([CH3:6])[CH3:5])=[O:2])[CH2:13][CH2:12]3)[CH3:16])=[CH:18][C:19]=2[O:23][CH2:22]1. The catalyst class is: 10.